From a dataset of Full USPTO retrosynthesis dataset with 1.9M reactions from patents (1976-2016). Predict the reactants needed to synthesize the given product. (1) Given the product [Cl:1][C:2]1[CH:3]=[C:4]([CH:39]=[CH:40][C:41]=1[Cl:42])[CH2:5][O:6][C:7]1[CH:8]=[CH:9][C:10]([C@H:13]2[CH2:38][O:37][C:16]3=[CH:17][C:18]4[CH2:19][C@@H:20]([C:34]([NH:62][C@@H:47]([CH2:48][C:49]5[CH:54]=[CH:53][C:52]([C:55]6[CH:60]=[CH:59][C:58]([F:61])=[CH:57][CH:56]=6)=[CH:51][CH:50]=5)[C:46]([OH:45])=[O:63])=[O:35])[N:21]([C@H:25]([C:28]5[CH:33]=[CH:32][CH:31]=[CH:30][CH:29]=5)[CH2:26][CH3:27])[CH2:22][C:23]=4[CH:24]=[C:15]3[O:14]2)=[CH:11][CH:12]=1, predict the reactants needed to synthesize it. The reactants are: [Cl:1][C:2]1[CH:3]=[C:4]([CH:39]=[CH:40][C:41]=1[Cl:42])[CH2:5][O:6][C:7]1[CH:12]=[CH:11][C:10]([C@H:13]2[CH2:38][O:37][C:16]3=[CH:17][C:18]4[CH2:19][C@@H:20]([C:34](O)=[O:35])[N:21]([C@H:25]([C:28]5[CH:33]=[CH:32][CH:31]=[CH:30][CH:29]=5)[CH2:26][CH3:27])[CH2:22][C:23]=4[CH:24]=[C:15]3[O:14]2)=[CH:9][CH:8]=1.Cl.C[O:45][C:46](=[O:63])[C@@H:47]([NH2:62])[CH2:48][C:49]1[CH:54]=[CH:53][C:52]([C:55]2[CH:60]=[CH:59][C:58]([F:61])=[CH:57][CH:56]=2)=[CH:51][CH:50]=1. (2) Given the product [F:12][C:9]1[CH:8]=[N:7][C:6]([CH:4]([NH2:1])[CH3:5])=[N:11][CH:10]=1, predict the reactants needed to synthesize it. The reactants are: [N:1]([CH:4]([C:6]1[N:11]=[CH:10][C:9]([F:12])=[CH:8][N:7]=1)[CH3:5])=[N+]=[N-]. (3) Given the product [CH2:1]([O:4][N:5]([C@H:18]1[CH2:23][N:22]([C:24]([O:26][C:27]([CH3:28])([CH3:29])[CH3:30])=[O:25])[C@H:21]([C:31](=[O:32])[NH2:41])[CH:20]=[C:19]1[CH:34]1[CH2:35][CH2:36]1)[S:6]([C:9]1[CH:14]=[CH:13][CH:12]=[CH:11][C:10]=1[N+:15]([O-:17])=[O:16])(=[O:7])=[O:8])[CH:2]=[CH2:3], predict the reactants needed to synthesize it. The reactants are: [CH2:1]([O:4][N:5]([C@H:18]1[CH2:23][N:22]([C:24]([O:26][C:27]([CH3:30])([CH3:29])[CH3:28])=[O:25])[C@H:21]([C:31](O)=[O:32])[CH:20]=[C:19]1[CH:34]1[CH2:36][CH2:35]1)[S:6]([C:9]1[CH:14]=[CH:13][CH:12]=[CH:11][C:10]=1[N+:15]([O-:17])=[O:16])(=[O:8])=[O:7])[CH:2]=[CH2:3].C(O[N:41]([C@H]1CN(C(OC(C)(C)C)=O)[C@H](C(=O)N)C=C1C)S(C1C=CC=CC=1[N+]([O-])=O)(=O)=O)C=C. (4) Given the product [CH2:3]([O:2][C:1](=[O:5])[N:10]=[S:8]([CH3:7])([CH2:11][C:12]1[CH:17]=[CH:16][CH:15]=[C:14]([N+:18]([O-:20])=[O:19])[CH:13]=1)=[O:9])[CH3:4], predict the reactants needed to synthesize it. The reactants are: [C:1](Cl)(=[O:5])[O:2][CH2:3][CH3:4].[CH3:7][S:8]([CH2:11][C:12]1[CH:17]=[CH:16][CH:15]=[C:14]([N+:18]([O-:20])=[O:19])[CH:13]=1)(=[NH:10])=[O:9].